The task is: Predict the reaction yield, written as a fraction of the theoretical maximum amount of product (1.0 means a 100% yield; for example, 0.34 means a 34% yield).. This data is from Reaction yield outcomes from USPTO patents with 853,638 reactions. The reactants are O=[C:2]1[C:11]2[CH:12]=[CH:13][S:14][C:10]=2[C:9]2[CH:8]=[CH:7][C:6]([C:15]([O:17][CH3:18])=[O:16])=[CH:5][C:4]=2[NH:3]1.O=P(Cl)(Cl)[Cl:21].CCN(C(C)C)C(C)C.O. The catalyst is C1(C)C=CC=CC=1. The product is [Cl:21][C:2]1[C:11]2[CH:12]=[CH:13][S:14][C:10]=2[C:9]2[CH:8]=[CH:7][C:6]([C:15]([O:17][CH3:18])=[O:16])=[CH:5][C:4]=2[N:3]=1. The yield is 0.710.